Dataset: Retrosynthesis with 50K atom-mapped reactions and 10 reaction types from USPTO. Task: Predict the reactants needed to synthesize the given product. (1) Given the product CC(=O)OCc1cccc2cccnc12, predict the reactants needed to synthesize it. The reactants are: BrCc1cccc2cccnc12.CC(=O)[O-]. (2) Given the product Fc1cc(C2=NOC(COc3ccon3)C2)ccc1N1CCSCC1, predict the reactants needed to synthesize it. The reactants are: C1CSCCN1.Fc1ccc(C2=NOC(COc3ccon3)C2)cc1F. (3) Given the product CCc1c(C=O)cccc1-c1nsc(-c2ccc(CC(C)C)c(C#N)c2)n1, predict the reactants needed to synthesize it. The reactants are: CC(C)Cc1ccc(-c2nc(Br)ns2)cc1C#N.CCc1c(C=O)cccc1B1OC(C)(C)C(C)(C)O1. (4) Given the product CCC(CC)(c1ccc(/C=C/C(O)(C(F)(F)F)C(F)(F)F)c(C)c1)c1ccc(-c2ccc(CC(=O)O)cc2)c(C)c1, predict the reactants needed to synthesize it. The reactants are: CCC(CC)(c1ccc(/C=C/C(O)(C(F)(F)F)C(F)(F)F)c(C)c1)c1ccc(-c2ccc(CC(=O)OC)cc2)c(C)c1. (5) Given the product CC(C)(C)OC(=O)N1CC(F)(F)C[C@H]1CO, predict the reactants needed to synthesize it. The reactants are: CC(C)(C)OC(=O)N1CC(F)(F)C[C@H]1C(=O)O.